This data is from NCI-60 drug combinations with 297,098 pairs across 59 cell lines. The task is: Regression. Given two drug SMILES strings and cell line genomic features, predict the synergy score measuring deviation from expected non-interaction effect. (1) Drug 1: C1=CN(C(=O)N=C1N)C2C(C(C(O2)CO)O)O.Cl. Drug 2: C#CCC(CC1=CN=C2C(=N1)C(=NC(=N2)N)N)C3=CC=C(C=C3)C(=O)NC(CCC(=O)O)C(=O)O. Cell line: COLO 205. Synergy scores: CSS=57.6, Synergy_ZIP=-8.08, Synergy_Bliss=-9.72, Synergy_Loewe=-2.42, Synergy_HSA=-1.60. (2) Drug 1: CCC1(C2=C(COC1=O)C(=O)N3CC4=CC5=C(C=CC(=C5CN(C)C)O)N=C4C3=C2)O.Cl. Drug 2: N.N.Cl[Pt+2]Cl. Cell line: UO-31. Synergy scores: CSS=52.0, Synergy_ZIP=-1.86, Synergy_Bliss=-0.223, Synergy_Loewe=-26.9, Synergy_HSA=4.68. (3) Drug 1: C1=NC2=C(N=C(N=C2N1C3C(C(C(O3)CO)O)O)F)N. Drug 2: C(CN)CNCCSP(=O)(O)O. Cell line: SK-MEL-28. Synergy scores: CSS=12.5, Synergy_ZIP=-5.87, Synergy_Bliss=-5.12, Synergy_Loewe=-16.5, Synergy_HSA=-4.14. (4) Drug 1: C1CCC(C1)C(CC#N)N2C=C(C=N2)C3=C4C=CNC4=NC=N3. Drug 2: CC1CCCC2(C(O2)CC(NC(=O)CC(C(C(=O)C(C1O)C)(C)C)O)C(=CC3=CSC(=N3)C)C)C. Cell line: HCC-2998. Synergy scores: CSS=20.8, Synergy_ZIP=7.03, Synergy_Bliss=11.5, Synergy_Loewe=-66.0, Synergy_HSA=7.31. (5) Drug 1: COC1=CC(=CC(=C1O)OC)C2C3C(COC3=O)C(C4=CC5=C(C=C24)OCO5)OC6C(C(C7C(O6)COC(O7)C8=CC=CS8)O)O. Drug 2: CN1C(=O)N2C=NC(=C2N=N1)C(=O)N. Cell line: NCI-H460. Synergy scores: CSS=33.6, Synergy_ZIP=-3.58, Synergy_Bliss=-6.97, Synergy_Loewe=-22.4, Synergy_HSA=-4.62. (6) Drug 1: CC1CCC2CC(C(=CC=CC=CC(CC(C(=O)C(C(C(=CC(C(=O)CC(OC(=O)C3CCCCN3C(=O)C(=O)C1(O2)O)C(C)CC4CCC(C(C4)OC)OCCO)C)C)O)OC)C)C)C)OC. Cell line: HL-60(TB). Synergy scores: CSS=70.7, Synergy_ZIP=-3.41, Synergy_Bliss=0.629, Synergy_Loewe=1.59, Synergy_HSA=3.59. Drug 2: C1CN(CCN1C(=O)CCBr)C(=O)CCBr.